This data is from Reaction yield outcomes from USPTO patents with 853,638 reactions. The task is: Predict the reaction yield, written as a fraction of the theoretical maximum amount of product (1.0 means a 100% yield; for example, 0.34 means a 34% yield). (1) The reactants are [C:1]([N:5]1[C:9](=[O:10])[C:8](Cl)=[C:7]([C:12]2[CH:17]=[CH:16][CH:15]=[CH:14][CH:13]=2)[S:6]1(=[O:19])=[O:18])([CH3:4])([CH3:3])[CH3:2].[O:20]1[C:25]2[CH:26]=[CH:27][CH:28]=[CH:29][C:24]=2[O:23][CH2:22][CH:21]1[CH2:30][NH2:31]. The catalyst is CC#N. The product is [C:1]([N:5]1[C:9](=[O:10])[C:8]([NH:31][CH2:30][CH:21]2[O:20][C:25]3[CH:26]=[CH:27][CH:28]=[CH:29][C:24]=3[O:23][CH2:22]2)=[C:7]([C:12]2[CH:17]=[CH:16][CH:15]=[CH:14][CH:13]=2)[S:6]1(=[O:19])=[O:18])([CH3:4])([CH3:3])[CH3:2]. The yield is 0.650. (2) The reactants are C[O:2][C:3](=[O:25])[C:4]1[CH:9]=[CH:8][C:7]([O:10][CH2:11][C:12]2[C:13]([C:18]3[CH:23]=[CH:22][C:21]([F:24])=[CH:20][CH:19]=3)=[N:14][O:15][C:16]=2[CH3:17])=[N:6][CH:5]=1.O.[OH-].[Li+]. The catalyst is C1COCC1.O.CO.Cl. The product is [F:24][C:21]1[CH:20]=[CH:19][C:18]([C:13]2[C:12]([CH2:11][O:10][C:7]3[CH:8]=[CH:9][C:4]([C:3]([OH:25])=[O:2])=[CH:5][N:6]=3)=[C:16]([CH3:17])[O:15][N:14]=2)=[CH:23][CH:22]=1. The yield is 0.780. (3) The reactants are [CH3:1][C:2]1[S:3][C:4]2[CH:10]=[CH:9][C:8]([OH:11])=[CH:7][C:5]=2[N:6]=1.C([Mg]Cl)(C)C.[NH:17]1[C:27]2[C:22](=[CH:23][CH:24]=[CH:25][CH:26]=2)[C:20](=[O:21])[C:18]1=[O:19]. The catalyst is O1CCCC1.[Cl-].[NH4+].C(OCC)(=O)C. The product is [OH:21][C:20]1([C:9]2[C:8]([OH:11])=[CH:7][C:5]3[N:6]=[C:2]([CH3:1])[S:3][C:4]=3[CH:10]=2)[C:22]2[C:27](=[CH:26][CH:25]=[CH:24][CH:23]=2)[NH:17][C:18]1=[O:19]. The yield is 0.620.